This data is from Reaction yield outcomes from USPTO patents with 853,638 reactions. The task is: Predict the reaction yield, written as a fraction of the theoretical maximum amount of product (1.0 means a 100% yield; for example, 0.34 means a 34% yield). (1) The reactants are [C:1]([C:3]1([OH:9])[CH2:8][CH2:7][CH2:6][CH2:5][CH2:4]1)#[CH:2].C([Li])CCC.[C:15]1([CH3:23])[CH:20]=[CH:19][C:18]([CH:21]=[O:22])=[CH:17][CH:16]=1. The catalyst is O1CCCC1. The product is [OH:22][CH:21]([C:18]1[CH:19]=[CH:20][C:15]([CH3:23])=[CH:16][CH:17]=1)[C:2]#[C:1][C:3]1([OH:9])[CH2:8][CH2:7][CH2:6][CH2:5][CH2:4]1. The yield is 0.610. (2) The reactants are Cl[C:2]1[N:7]=[CH:6][C:5]([C:8]([C:10]2[C:18]3[C:13](=[N:14][CH:15]=[CH:16][CH:17]=3)[NH:12][CH:11]=2)=[O:9])=[CH:4][CH:3]=1.[F:19][C:20]([F:30])([F:29])[C:21]1[CH:28]=[CH:27][C:24]([CH2:25][NH2:26])=[CH:23][CH:22]=1.O1CCCC1.C(P(C(C)(C)C)C1C=CC=CC=1C1C=CC=CC=1)(C)(C)C. The catalyst is C([O-])(=O)C.[Pd+2].C([O-])(=O)C.O. The product is [NH:12]1[C:13]2=[N:14][CH:15]=[CH:16][CH:17]=[C:18]2[C:10]([C:8]([C:5]2[CH:6]=[N:7][C:2]([NH:26][CH2:25][C:24]3[CH:23]=[CH:22][C:21]([C:20]([F:19])([F:29])[F:30])=[CH:28][CH:27]=3)=[CH:3][CH:4]=2)=[O:9])=[CH:11]1. The yield is 0.185.